Task: Predict the product of the given reaction.. Dataset: Forward reaction prediction with 1.9M reactions from USPTO patents (1976-2016) (1) Given the reactants [Br:1][C:2]1[N:6]=[CH:5][NH:4][N:3]=1.[H-].[Na+].I[CH2:10][CH3:11].[NH4+].[Cl-].[CH3:14]N(C=O)C, predict the reaction product. The product is: [Br:1][C:2]1[N:6]=[CH:5][N:4]([CH2:14][CH2:10][CH3:11])[N:3]=1. (2) Given the reactants [C:1]([C:4]1[S:8][C:7]([N:9]2[CH2:14][CH2:13][O:12][CH2:11][C@@H:10]2[CH2:15][C:16]2[C:24]3[C:19](=[CH:20][CH:21]=[C:22]([C:25](O)=[O:26])[CH:23]=3)[NH:18][CH:17]=2)=[N:6][C:5]=1[CH3:28])(=[O:3])[CH3:2].FC1C(O)=C(F)C(F)=C(F)C=1F.C[CH2:42][N:43](C(C)C)[CH:44](C)C.C(Cl)CCl.CNC, predict the reaction product. The product is: [C:1]([C:4]1[S:8][C:7]([N:9]2[CH2:14][CH2:13][O:12][CH2:11][C@@H:10]2[CH2:15][C:16]2[C:24]3[C:19](=[CH:20][CH:21]=[C:22]([C:25]([N:43]([CH3:44])[CH3:42])=[O:26])[CH:23]=3)[NH:18][CH:17]=2)=[N:6][C:5]=1[CH3:28])(=[O:3])[CH3:2]. (3) Given the reactants [CH3:1][C:2]1[N:6]=[C:5]([CH3:7])[N:4]([C:8]2[CH:14]=[CH:13][C:11]([NH2:12])=[CH:10][C:9]=2[F:15])[N:3]=1.[C:16](N1C=CC=CC1=O)([N:18]1C=CC=CC1=O)=[S:17].N, predict the reaction product. The product is: [CH3:1][C:2]1[N:6]=[C:5]([CH3:7])[N:4]([C:8]2[CH:14]=[CH:13][C:11]([NH:12][C:16]([NH2:18])=[S:17])=[CH:10][C:9]=2[F:15])[N:3]=1. (4) Given the reactants [CH3:1][O:2][C:3]([C:5]1[CH2:6][N:7]([C:30]([O:32][C:33]([CH3:36])([CH3:35])[CH3:34])=[O:31])[CH2:8][C:9]2([C:12]=1[C:13]1[CH:18]=[CH:17][C:16]([CH2:19][CH2:20][CH2:21][O:22][Si:23]([C:26]([CH3:29])([CH3:28])[CH3:27])([CH3:25])[CH3:24])=[CH:15][CH:14]=1)[CH2:11][CH2:10]2)=[O:4].COC(C1CN(C(OC(C)(C)C)=O)CC(C)(C)C=1OS(C(F)(F)F)(=O)=O)=O, predict the reaction product. The product is: [CH3:1][O:2][C:3]([C:5]1[CH2:6][N:7]([C:30]([O:32][C:33]([CH3:36])([CH3:35])[CH3:34])=[O:31])[CH2:8][C:9]([CH3:10])([CH3:11])[C:12]=1[C:13]1[CH:18]=[CH:17][C:16]([CH2:19][CH2:20][CH2:21][O:22][Si:23]([C:26]([CH3:28])([CH3:29])[CH3:27])([CH3:24])[CH3:25])=[CH:15][CH:14]=1)=[O:4].